Dataset: Forward reaction prediction with 1.9M reactions from USPTO patents (1976-2016). Task: Predict the product of the given reaction. (1) Given the reactants [CH3:1][O:2][C:3]1([C:16]2[N:17]([CH3:21])[CH:18]=[CH:19][N:20]=2)[CH2:8][CH2:7][N:6](C(OC(C)(C)C)=O)[CH2:5][CH2:4]1.[ClH:22], predict the reaction product. The product is: [ClH:22].[ClH:22].[CH3:1][O:2][C:3]1([C:16]2[N:17]([CH3:21])[CH:18]=[CH:19][N:20]=2)[CH2:4][CH2:5][NH:6][CH2:7][CH2:8]1. (2) Given the reactants [C:1]([CH2:5][C:6]([OH:8])=[O:7])([CH3:4])([CH3:3])[CH3:2].[OH-].C([N+](CCCC)(CCCC)CCCC)CCC.O.[C:28](=[O:35])([S:32][CH2:33][CH3:34])[O:29][CH2:30]Cl, predict the reaction product. The product is: [CH2:33]([S:32][C:28]([O:29][CH2:30][O:7][C:6](=[O:8])[CH2:5][C:1]([CH3:4])([CH3:3])[CH3:2])=[O:35])[CH3:34]. (3) Given the reactants [O:1]=[C:2]1[NH:7][CH:6]=[C:5]([C:8]([OH:10])=O)[CH:4]=[CH:3]1.O[N:12]=[C:13]([C:15]1[CH:20]=[CH:19][C:18]([C:21]([CH3:27])([CH3:26])[C:22]([F:25])([F:24])[F:23])=[CH:17][CH:16]=1)[NH2:14], predict the reaction product. The product is: [F:23][C:22]([F:24])([F:25])[C:21]([C:18]1[CH:19]=[CH:20][C:15]([C:13]2[N:12]=[C:8]([C:5]3[CH:4]=[CH:3][C:2](=[O:1])[NH:7][CH:6]=3)[O:10][N:14]=2)=[CH:16][CH:17]=1)([CH3:27])[CH3:26]. (4) Given the reactants [Cl:1][C:2]1[CH:3]=[N:4][C:5]2[NH:6][C:7]3[CH:8]=[N:9][CH:10]=[C:11]([CH:37]=3)[CH2:12][CH2:13][C:14]3[CH:22]=[C:18]([NH:19][C:20]=1[N:21]=2)[CH:17]=[CH:16][C:15]=3[O:23][CH2:24][CH:25]1[CH2:29][CH2:28][N:27](C(OC(C)(C)C)=O)[CH2:26]1.CO.[ClH:40], predict the reaction product. The product is: [ClH:1].[ClH:40].[ClH:1].[Cl:1][C:2]1[CH:3]=[N:4][C:5]2[NH:6][C:7]3[CH:8]=[N:9][CH:10]=[C:11]([CH:37]=3)[CH2:12][CH2:13][C:14]3[CH:22]=[C:18]([NH:19][C:20]=1[N:21]=2)[CH:17]=[CH:16][C:15]=3[O:23][CH2:24][CH:25]1[CH2:29][CH2:28][NH:27][CH2:26]1.